This data is from Forward reaction prediction with 1.9M reactions from USPTO patents (1976-2016). The task is: Predict the product of the given reaction. (1) Given the reactants [BH4-].[Na+].[CH3:3][N:4]1[C:8]([O:9][CH2:10][C:11]([F:14])([F:13])[F:12])=[C:7]([CH:15]=[O:16])[C:6]([C:17]([F:20])([F:19])[F:18])=[N:5]1, predict the reaction product. The product is: [CH3:3][N:4]1[C:8]([O:9][CH2:10][C:11]([F:14])([F:12])[F:13])=[C:7]([CH2:15][OH:16])[C:6]([C:17]([F:18])([F:20])[F:19])=[N:5]1. (2) Given the reactants [S:1]1[CH2:6][CH:5]=[C:4]([C:7]2[C:12]([F:13])=[CH:11][C:10]([NH2:14])=[CH:9][C:8]=2[F:15])[CH2:3][CH2:2]1.C(=O)(O)[O-].[Na+].[C:21](=[O:28])([O:23][CH2:24][CH:25]([CH3:27])[CH3:26])N, predict the reaction product. The product is: [CH2:24]([O:23][C:21](=[O:28])[NH:14][C:10]1[CH:9]=[C:8]([F:15])[C:7]([C:4]2[CH2:5][CH2:6][S:1][CH2:2][CH:3]=2)=[C:12]([F:13])[CH:11]=1)[CH:25]([CH3:27])[CH3:26]. (3) Given the reactants [CH2:1]1[C:9]2[C:4](=[CH:5][CH:6]=[CH:7][CH:8]=2)[CH:3]=[CH:2]1.[C:10](Br)([CH3:13])([CH3:12])[CH3:11], predict the reaction product. The product is: [C:10]([CH:1]1[C:9]2[C:4](=[CH:5][CH:6]=[CH:7][CH:8]=2)[CH:3]=[CH:2]1)([CH3:13])([CH3:12])[CH3:11]. (4) Given the reactants [OH:1][C:2]1[CH:9]=[CH:8][C:7]([CH3:10])=[CH:6][C:3]=1[CH:4]=[O:5].C([O-])([O-])=O.[K+].[K+].Br[CH2:18][C:19]([O:21][CH2:22][CH3:23])=[O:20], predict the reaction product. The product is: [CH:4]([C:3]1[CH:6]=[C:7]([CH3:10])[CH:8]=[CH:9][C:2]=1[O:1][CH2:18][C:19]([O:21][CH2:22][CH3:23])=[O:20])=[O:5]. (5) Given the reactants [CH3:1][CH:2]([NH:4][C:5]([CH:7]=[CH2:8])=[O:6])[CH3:3].[C:9]([O:13][N:14]1[C:18](=[O:19])[CH2:17][CH2:16][C:15]1=[O:20])(=[O:12])[CH:10]=[CH2:11].C1COCC1, predict the reaction product. The product is: [CH3:1][CH:2]([NH:4][C:5]([CH:7]=[CH2:8])=[O:6])[CH3:3].[C:9]([O:13][N:14]1[C:15](=[O:20])[CH2:16][CH2:17][C:18]1=[O:19])(=[O:12])[CH:10]=[CH2:11]. (6) Given the reactants [Cl-].O[NH3+:3].[C:4](=[O:7])([O-])[OH:5].[Na+].CS(C)=O.[CH3:13][C:14]1([CH3:50])[CH:23]=[CH:22][C:21]2[C:16](=[CH:17][CH:18]=[C:19]([N:24]3[C:29](=[O:30])[C:28]([CH2:31][C:32]4[CH:37]=[CH:36][C:35]([C:38]5[C:39]([C:44]#[N:45])=[CH:40][CH:41]=[CH:42][CH:43]=5)=[CH:34][CH:33]=4)=[C:27]([CH2:46][CH2:47][CH3:48])[N:26]=[C:25]3[CH3:49])[CH:20]=2)[O:15]1, predict the reaction product. The product is: [CH3:13][C:14]1([CH3:50])[CH:23]=[CH:22][C:21]2[C:16](=[CH:17][CH:18]=[C:19]([N:24]3[C:29](=[O:30])[C:28]([CH2:31][C:32]4[CH:37]=[CH:36][C:35]([C:38]5[CH:43]=[CH:42][CH:41]=[CH:40][C:39]=5[C:44]5[NH:3][C:4](=[O:7])[O:5][N:45]=5)=[CH:34][CH:33]=4)=[C:27]([CH2:46][CH2:47][CH3:48])[N:26]=[C:25]3[CH3:49])[CH:20]=2)[O:15]1.